This data is from Reaction yield outcomes from USPTO patents with 853,638 reactions. The task is: Predict the reaction yield, written as a fraction of the theoretical maximum amount of product (1.0 means a 100% yield; for example, 0.34 means a 34% yield). (1) The reactants are [O:1]1[C:5]2[CH:6]=[CH:7][C:8]([C:10]3[CH:15]=[CH:14][C:13]([N:16]4[C:20]([CH2:21][C@@H:22]5[CH2:26][CH2:25][N:24]([C:27]([CH:29]6[CH2:31][CH2:30]6)=[O:28])[CH2:23]5)=[N:19][NH:18][C:17]4=[O:32])=[CH:12][CH:11]=3)=[CH:9][C:4]=2[CH:3]=[CH:2]1.[C:33](=O)([O-])[O-].[K+].[K+].CI. The catalyst is CN(C)C=O. The product is [O:1]1[C:5]2[CH:6]=[CH:7][C:8]([C:10]3[CH:11]=[CH:12][C:13]([N:16]4[C:20]([CH2:21][C@@H:22]5[CH2:26][CH2:25][N:24]([C:27]([CH:29]6[CH2:30][CH2:31]6)=[O:28])[CH2:23]5)=[N:19][N:18]([CH3:33])[C:17]4=[O:32])=[CH:14][CH:15]=3)=[CH:9][C:4]=2[CH:3]=[CH:2]1. The yield is 0.420. (2) The reactants are O.[C:2]1([CH3:12])[CH:7]=[CH:6][C:5]([S:8]([OH:11])(=[O:10])=[O:9])=[CH:4][CH:3]=1. The catalyst is C1(C)C=CC=CC=1. The product is [C:2]1([CH3:12])[CH:3]=[CH:4][C:5]([S:8]([OH:11])(=[O:9])=[O:10])=[CH:6][CH:7]=1. The yield is 0.750. (3) The reactants are [CH2:1]([O:3][C:4]([C:6]1([CH2:19][C:20]2[CH:25]=[CH:24][CH:23]=[CH:22][C:21]=2[NH2:26])[CH2:11][CH2:10][N:9](C(OC(C)(C)C)=O)[CH2:8][CH2:7]1)=[O:5])[CH3:2].[ClH:27]. The catalyst is ClCCl.O1CCOCC1. The product is [ClH:27].[CH2:1]([O:3][C:4]([C:6]1([CH2:19][C:20]2[CH:25]=[CH:24][CH:23]=[CH:22][C:21]=2[NH2:26])[CH2:7][CH2:8][NH:9][CH2:10][CH2:11]1)=[O:5])[CH3:2]. The yield is 1.00.